Dataset: Reaction yield outcomes from USPTO patents with 853,638 reactions. Task: Predict the reaction yield, written as a fraction of the theoretical maximum amount of product (1.0 means a 100% yield; for example, 0.34 means a 34% yield). (1) The reactants are Cl[C:2]1[N:3]=[C:4]([N:18]2[CH2:23][CH2:22][O:21][CH2:20][CH2:19]2)[C:5]2[CH2:10][N:9]([C:11]([O:13][C:14]([CH3:17])([CH3:16])[CH3:15])=[O:12])[CH2:8][C:6]=2[N:7]=1.[CH:24]1([NH:27][C:28]([NH:30][C:31]2[CH:36]=[CH:35][C:34](B3OC(C)(C)C(C)(C)O3)=[C:33]([F:46])[CH:32]=2)=[O:29])[CH2:26][CH2:25]1.ClCCl.C(=O)([O-])[O-].[Na+].[Na+]. The catalyst is C1C=CC(P(C2C=CC=CC=2)[C-]2C=CC=C2)=CC=1.C1C=CC(P(C2C=CC=CC=2)[C-]2C=CC=C2)=CC=1.Cl[Pd]Cl.[Fe+2].O.CCO.COCCOC. The product is [CH:24]1([NH:27][C:28](=[O:29])[NH:30][C:31]2[CH:36]=[CH:35][C:34]([C:2]3[N:3]=[C:4]([N:18]4[CH2:23][CH2:22][O:21][CH2:20][CH2:19]4)[C:5]4[CH2:10][N:9]([C:11]([O:13][C:14]([CH3:17])([CH3:16])[CH3:15])=[O:12])[CH2:8][C:6]=4[N:7]=3)=[C:33]([F:46])[CH:32]=2)[CH2:25][CH2:26]1. The yield is 0.580. (2) The reactants are [C:1]([O:5][C:6]([N:8]1[CH2:13][C@@H:12]([NH:14][O:15][CH2:16][C:17]2[CH:22]=[CH:21][CH:20]=[CH:19][CH:18]=2)[CH2:11][CH2:10][C@@H:9]1[C:23]#[N:24])=[O:7])([CH3:4])([CH3:3])[CH3:2].[N-:25]=[N+:26]=[N-:27].[Na+].Cl.C(N(CC)CC)C.[Cl-].[NH4+]. The catalyst is C1(C)C=CC=CC=1. The product is [C:1]([O:5][C:6]([N:8]1[CH2:13][C@@H:12]([NH:14][O:15][CH2:16][C:17]2[CH:18]=[CH:19][CH:20]=[CH:21][CH:22]=2)[CH2:11][CH2:10][C@@H:9]1[C:23]1[NH:27][N:26]=[N:25][N:24]=1)=[O:7])([CH3:4])([CH3:2])[CH3:3]. The yield is 0.890. (3) The reactants are C([O:3][C:4](=O)/[CH:5]=[CH:6]/[C:7]1[C:8]([NH:16][CH2:17][CH3:18])=[N:9][C:10]([S:14][CH3:15])=[N:11][C:12]=1[CH3:13])C.N12CCCN=C1CCCCC2. The catalyst is CCN(C(C)C)C(C)C. The product is [CH2:17]([N:16]1[C:8]2[N:9]=[C:10]([S:14][CH3:15])[N:11]=[C:12]([CH3:13])[C:7]=2[CH:6]=[CH:5][C:4]1=[O:3])[CH3:18]. The yield is 0.770. (4) The catalyst is CC(C)=O. The yield is 0.390. The reactants are [NH2:1][C:2]1[N:3]=[C:4]([N:21]2[CH2:26][CH2:25][NH:24][CH2:23][CH:22]2[C:27](=[O:36])[NH:28][C:29]2[CH:34]=[CH:33][C:32]([F:35])=[CH:31][CH:30]=2)[C:5]2[N:11]=[C:10]([C:12]3[CH:17]=[CH:16][C:15]([OH:18])=[C:14]([O:19][CH3:20])[CH:13]=3)[CH:9]=[CH:8][C:6]=2[N:7]=1.C(=O)([O-])[O-].[K+].[K+].I[CH:44]([CH3:46])[CH3:45]. The product is [NH2:1][C:2]1[N:3]=[C:4]([N:21]2[CH2:26][CH2:25][NH:24][CH2:23][CH:22]2[C:27](=[O:36])[NH:28][C:29]2[CH:34]=[CH:33][C:32]([F:35])=[CH:31][CH:30]=2)[C:5]2[N:11]=[C:10]([C:12]3[CH:17]=[CH:16][C:15]([O:18][CH:44]([CH3:46])[CH3:45])=[C:14]([O:19][CH3:20])[CH:13]=3)[CH:9]=[CH:8][C:6]=2[N:7]=1. (5) The reactants are [Cl:1][C:2]1[CH:3]=[C:4]([CH:7]=[C:8]([OH:11])[C:9]=1[OH:10])[CH:5]=[O:6].[C:12]([O-])([O-])=O.[Cs+].[Cs+].O. The catalyst is CN(C=O)C. The product is [Cl:1][C:2]1[C:9]2[O:10][CH2:12][O:11][C:8]=2[CH:7]=[C:4]([CH:5]=[O:6])[CH:3]=1. The yield is 0.700. (6) The reactants are O(C1C=CC=CC=1)C1C=CC=CC=1.[CH3:14][O:15][C:16]1[CH:17]=[C:18]([NH:22][CH:23]=[C:24]2[C:29](=[O:30])OC(C)(C)OC2=O)[CH:19]=[CH:20][CH:21]=1. No catalyst specified. The product is [CH3:14][O:15][C:16]1[CH:17]=[C:18]2[C:19]([C:29]([OH:30])=[CH:24][CH:23]=[N:22]2)=[CH:20][CH:21]=1. The yield is 0.300. (7) The reactants are C(OC(=O)[NH:10][CH2:11][CH2:12][CH2:13][CH2:14][C:15]1[CH:20]=[CH:19][C:18]([NH:21][C:22](=[O:33])[CH2:23][CH2:24][NH:25][C:26]([O:28][C:29]([CH3:32])([CH3:31])[CH3:30])=[O:27])=[CH:17][CH:16]=1)C1C=CC=CC=1. The catalyst is [Pd].CO. The product is [C:29]([O:28][C:26](=[O:27])[NH:25][CH2:24][CH2:23][C:22](=[O:33])[NH:21][C:18]1[CH:19]=[CH:20][C:15]([CH2:14][CH2:13][CH2:12][CH2:11][NH2:10])=[CH:16][CH:17]=1)([CH3:32])([CH3:30])[CH3:31]. The yield is 0.580. (8) The reactants are C([O:3][C:4](=[O:21])[CH:5](P([O:15][CH2:16][C:17]([F:20])([F:19])[F:18])(OCC(F)(F)F)=O)[CH3:6])C.C1OCCOCCOCCOCCOCC[O:24]C1.C[Si](C)(C)[N-][Si](C)(C)C.[K+].[CH:50]([CH:52]([N:56]([CH3:79])[C:57]([CH:59]([NH:64][C:65](=[O:78])[CH:66]([NH:76][CH3:77])[C:67]([CH3:75])([C:69]1[CH:74]=[CH:73][CH:72]=[CH:71][CH:70]=1)[CH3:68])[C:60]([CH3:63])([CH3:62])[CH3:61])=[O:58])[CH:53]([CH3:55])[CH3:54])=O.[Cl-].[NH4+]. The catalyst is O1CCCC1. The product is [F:18][C:17]([F:20])([F:19])[C:16]([OH:15])=[O:24].[C:52](#[N:56])[CH3:50].[CH3:77][NH:76][C@H:66]([C:65]([NH:64][C@H:59]([C:57]([N:56]([C@@H:52]([CH:53]([CH3:55])[CH3:54])/[CH:50]=[C:5](\[C:4]([OH:3])=[O:21])/[CH3:6])[CH3:79])=[O:58])[C:60]([CH3:61])([CH3:62])[CH3:63])=[O:78])[C:67]([CH3:68])([CH3:75])[C:69]1[CH:74]=[CH:73][CH:72]=[CH:71][CH:70]=1. The yield is 0.000100. (9) The reactants are C(OC(=O)[NH:7][CH2:8][CH2:9][C:10]1[CH:15]=[CH:14][C:13]([O:16][C:17]2[CH:22]=[CH:21][C:20]([C:23]([F:26])([F:25])[F:24])=[CH:19][N:18]=2)=[C:12]([C:27]#[N:28])[CH:11]=1)(C)(C)C.C(O)(C(F)(F)F)=O. The catalyst is ClCCl.C([O-])(O)=O.[Na+]. The product is [NH2:7][CH2:8][CH2:9][C:10]1[CH:15]=[CH:14][C:13]([O:16][C:17]2[CH:22]=[CH:21][C:20]([C:23]([F:26])([F:24])[F:25])=[CH:19][N:18]=2)=[C:12]([CH:11]=1)[C:27]#[N:28]. The yield is 0.920. (10) The reactants are C([O:3][C:4](=[O:47])[CH2:5][CH2:6][CH2:7][O:8][C:9]1[CH:14]=[CH:13][CH:12]=[C:11]([CH2:15][CH2:16][CH2:17][CH2:18][CH2:19][CH2:20][O:21][C:22]2[CH:27]=[C:26]([C:28]3[CH:32]=[CH:31][S:30][CH:29]=3)[CH:25]=[C:24]([O:33][CH2:34][CH:35]3[CH2:39][CH2:38][CH2:37][CH2:36]3)[CH:23]=2)[C:10]=1[CH2:40][CH2:41][C:42]([O:44]CC)=[O:43])C.[OH-].[Na+]. No catalyst specified. The product is [C:42]([CH2:41][CH2:40][C:10]1[C:11]([CH2:15][CH2:16][CH2:17][CH2:18][CH2:19][CH2:20][O:21][C:22]2[CH:27]=[C:26]([C:28]3[CH:32]=[CH:31][S:30][CH:29]=3)[CH:25]=[C:24]([O:33][CH2:34][CH:35]3[CH2:39][CH2:38][CH2:37][CH2:36]3)[CH:23]=2)=[CH:12][CH:13]=[CH:14][C:9]=1[O:8][CH2:7][CH2:6][CH2:5][C:4]([OH:47])=[O:3])([OH:44])=[O:43]. The yield is 0.980.